Task: Predict the reactants needed to synthesize the given product.. Dataset: Full USPTO retrosynthesis dataset with 1.9M reactions from patents (1976-2016) (1) Given the product [C:29]([O:28][C:27](=[O:33])[NH:26][C:23]([CH3:25])([CH3:24])[CH2:22][C:21]1[O:18][C:17]([C:13]2[N:8]3[CH:9]=[C:10]([CH3:12])[CH:11]=[C:6]([O:5][CH2:4][C:3]4[C:2]([F:1])=[CH:38][CH:37]=[CH:36][C:35]=4[F:39])[C:7]3=[N:15][C:14]=2[CH3:16])=[N:19][N:20]=1)([CH3:30])([CH3:31])[CH3:32], predict the reactants needed to synthesize it. The reactants are: [F:1][C:2]1[CH:38]=[CH:37][CH:36]=[C:35]([F:39])[C:3]=1[CH2:4][O:5][C:6]1[C:7]2[N:8]([C:13]([C:17]([NH:19][NH:20][C:21](=O)[CH2:22][C:23]([NH:26][C:27](=[O:33])[O:28][C:29]([CH3:32])([CH3:31])[CH3:30])([CH3:25])[CH3:24])=[O:18])=[C:14]([CH3:16])[N:15]=2)[CH:9]=[C:10]([CH3:12])[CH:11]=1. (2) Given the product [Cl:1][C:2]1[CH:3]=[C:4]([C@@H:8]2[C@@H:13]([C:14]3[CH:19]=[CH:18][C:17]([Cl:20])=[CH:16][CH:15]=3)[N:12]([CH:21]([CH2:22][CH3:23])[CH2:24][CH3:25])[C:11](=[O:26])[C@:10]([CH2:28][CH:29]3[O:33][C:35](=[O:34])[NH:32][C:30]3=[O:31])([CH3:27])[CH2:9]2)[CH:5]=[CH:6][CH:7]=1, predict the reactants needed to synthesize it. The reactants are: [Cl:1][C:2]1[CH:3]=[C:4]([C@@H:8]2[C@@H:13]([C:14]3[CH:19]=[CH:18][C:17]([Cl:20])=[CH:16][CH:15]=3)[N:12]([CH:21]([CH2:24][CH3:25])[CH2:22][CH3:23])[C:11](=[O:26])[C@:10]([CH2:28][C@H:29]([OH:33])[C:30]([NH2:32])=[O:31])([CH3:27])[CH2:9]2)[CH:5]=[CH:6][CH:7]=1.[O-:34][CH2:35]C.[Na+].C(=O)(OCC)OCC.